Dataset: Forward reaction prediction with 1.9M reactions from USPTO patents (1976-2016). Task: Predict the product of the given reaction. (1) Given the reactants [C:1]([O:5][C:6](=[O:29])[NH:7][C:8]([CH3:28])([CH3:27])[CH2:9][C:10]1[C:18]2[C:13](=[C:14]([CH2:19]S(C(F)(F)F)(=O)=O)[CH:15]=[CH:16][CH:17]=2)[NH:12][CH:11]=1)([CH3:4])([CH3:3])[CH3:2].[CH:30]([C:32]1[CH:37]=[N:36][CH:35]=[CH:34][N:33]=1)=C, predict the reaction product. The product is: [C:1]([O:5][C:6](=[O:29])[NH:7][C:8]([CH3:28])([CH3:27])[CH2:9][C:10]1[C:18]2[C:13](=[C:14]([CH:19]=[CH:30][C:32]3[CH:37]=[N:36][CH:35]=[CH:34][N:33]=3)[CH:15]=[CH:16][CH:17]=2)[NH:12][CH:11]=1)([CH3:4])([CH3:3])[CH3:2]. (2) Given the reactants [CH2:1]([O:5][C:6]1[CH:10]=[C:9]([CH:11]=[CH:12][C:13]([O:15]CC)=[O:14])[N:8]([CH2:18][C:19]2[CH:24]=[CH:23][C:22]([Cl:25])=[CH:21][C:20]=2[Cl:26])[N:7]=1)[CH2:2][CH2:3][CH3:4].[OH-].[Na+].O1CCCC1, predict the reaction product. The product is: [CH2:1]([O:5][C:6]1[CH:10]=[C:9]([CH:11]=[CH:12][C:13]([OH:15])=[O:14])[N:8]([CH2:18][C:19]2[CH:24]=[CH:23][C:22]([Cl:25])=[CH:21][C:20]=2[Cl:26])[N:7]=1)[CH2:2][CH2:3][CH3:4]. (3) Given the reactants F[C:2]1[C:7]([F:8])=[CH:6][CH:5]=[C:4]([F:9])[N:3]=1.[O:10]1[CH2:15][CH2:14][CH:13]([CH2:16][NH2:17])[CH2:12][CH2:11]1.C(N(CC)CC)C, predict the reaction product. The product is: [F:8][C:7]1[C:2]([NH:17][CH2:16][CH:13]2[CH2:14][CH2:15][O:10][CH2:11][CH2:12]2)=[N:3][C:4]([F:9])=[CH:5][CH:6]=1. (4) Given the reactants [C:1]([O:4][CH2:5][CH:6]1[CH:11]=[CH:10][C@H:9]([NH:12][C:13]2[C:18]([N+:19]([O-])=O)=[CH:17][N:16]=[C:15]3[CH:22]=[CH:23][S:24][C:14]=23)[CH2:8][O:7]1)(=[O:3])[CH3:2], predict the reaction product. The product is: [C:1]([O:4][CH2:5][CH:6]1[CH2:11][CH2:10][C@H:9]([NH:12][C:13]2[C:18]([NH2:19])=[CH:17][N:16]=[C:15]3[CH:22]=[CH:23][S:24][C:14]=23)[CH2:8][O:7]1)(=[O:3])[CH3:2]. (5) Given the reactants [Cl:1][C:2]1[N:3]=[CH:4][C:5]([CH2:8][OH:9])=[N:6][CH:7]=1.CCN(C(C)C)C(C)C.[CH3:19][S:20](Cl)(=[O:22])=[O:21], predict the reaction product. The product is: [CH3:19][S:20]([O:9][CH2:8][C:5]1[CH:4]=[N:3][C:2]([Cl:1])=[CH:7][N:6]=1)(=[O:22])=[O:21]. (6) Given the reactants C([Li])CCC.[CH3:6][O:7][CH2:8][O:9][C:10]1[CH:15]=[CH:14][C:13]([C:16]2[CH:21]=[CH:20][CH:19]=[CH:18][CH:17]=2)=[CH:12][CH:11]=1.C[O:23][B:24](OC)[O:25]C.Cl, predict the reaction product. The product is: [CH3:6][O:7][CH2:8][O:9][C:10]1[CH:15]=[CH:14][C:13]([C:16]2[CH:21]=[CH:20][CH:19]=[CH:18][CH:17]=2)=[CH:12][C:11]=1[B:24]([OH:25])[OH:23]. (7) Given the reactants C([Li])CCC.C(NC(C)C)(C)C.[CH:13]1([C:16]([O:18][C:19]([CH3:22])([CH3:21])[CH3:20])=[O:17])[CH2:15][CH2:14]1.[Br:23][CH2:24][CH2:25][CH2:26][CH2:27]Br, predict the reaction product. The product is: [Br:23][CH2:24][CH2:25][CH2:26][CH2:27][C:13]1([C:16]([O:18][C:19]([CH3:22])([CH3:21])[CH3:20])=[O:17])[CH2:15][CH2:14]1. (8) Given the reactants [Cl:1][C:2]1[CH:7]=[CH:6][CH:5]=[CH:4][C:3]=1[N:8]1[C:12]([S:13][C:14]2[CH:19]=[CH:18][CH:17]=[C:16]([CH3:20])[N:15]=2)=[CH:11][C:10]([CH:21]=O)=[N:9]1.[CH3:23][NH2:24].CO.CO.[BH4-].[Na+], predict the reaction product. The product is: [Cl:1][C:2]1[CH:7]=[CH:6][CH:5]=[CH:4][C:3]=1[N:8]1[C:12]([S:13][C:14]2[CH:19]=[CH:18][CH:17]=[C:16]([CH3:20])[N:15]=2)=[CH:11][C:10]([CH2:21][NH:24][CH3:23])=[N:9]1.